This data is from Forward reaction prediction with 1.9M reactions from USPTO patents (1976-2016). The task is: Predict the product of the given reaction. (1) The product is: [CH2:1]([S:7][C:8]1[N:13]=[C:12]([CH:14]([N:18]2[CH2:23][CH2:22][O:21][CH2:20][CH2:19]2)[CH3:15])[CH:11]=[C:10]([CH3:17])[N:9]=1)[CH2:2][CH2:3][CH2:4][CH2:5][CH3:6]. Given the reactants [CH2:1]([S:7][C:8]1[N:13]=[C:12]([C:14](=O)[CH3:15])[CH:11]=[C:10]([CH3:17])[N:9]=1)[CH2:2][CH2:3][CH2:4][CH2:5][CH3:6].[NH:18]1[CH2:23][CH2:22][O:21][CH2:20][CH2:19]1.C([BH3-])#N.[Na+], predict the reaction product. (2) Given the reactants [CH3:1][N:2]1[C:10]([CH:11]=O)=[N:9][C:8]2[C:3]1=[N:4][C:5]([N:19]1[C:23]3[CH:24]=[CH:25][CH:26]=[CH:27][C:22]=3[N:21]=[C:20]1[CH3:28])=[N:6][C:7]=2[N:13]1[CH2:18][CH2:17][O:16][CH2:15][CH2:14]1.[CH3:29][S:30]([CH2:33][CH2:34][N:35]1[CH2:40][CH2:39][NH:38][CH2:37][CH2:36]1)(=[O:32])=[O:31].C(O[BH-](OC(=O)C)OC(=O)C)(=O)C.[Na+], predict the reaction product. The product is: [CH3:1][N:2]1[C:10]([CH2:11][N:38]2[CH2:37][CH2:36][N:35]([CH2:34][CH2:33][S:30]([CH3:29])(=[O:31])=[O:32])[CH2:40][CH2:39]2)=[N:9][C:8]2[C:3]1=[N:4][C:5]([N:19]1[C:23]3[CH:24]=[CH:25][CH:26]=[CH:27][C:22]=3[N:21]=[C:20]1[CH3:28])=[N:6][C:7]=2[N:13]1[CH2:14][CH2:15][O:16][CH2:17][CH2:18]1. (3) Given the reactants [CH2:1]([O:8][C:9]([N:11]1[CH2:16][CH2:15][C:14](OC)([O:17]C)[CH:13]([O:21][CH2:22][C:23]2[CH:28]=[CH:27][CH:26]=[CH:25][CH:24]=2)[CH2:12]1)=[O:10])[C:2]1[CH:7]=[CH:6][CH:5]=[CH:4][CH:3]=1.Cl, predict the reaction product. The product is: [CH2:1]([O:8][C:9]([N:11]1[CH2:16][CH2:15][C:14](=[O:17])[CH:13]([O:21][CH2:22][C:23]2[CH:28]=[CH:27][CH:26]=[CH:25][CH:24]=2)[CH2:12]1)=[O:10])[C:2]1[CH:3]=[CH:4][CH:5]=[CH:6][CH:7]=1. (4) Given the reactants [F:1][C:2]1[C:7]([F:8])=[CH:6][C:5]([F:9])=[C:4]([F:10])[C:3]=1[CH2:11][C@@H:12]([NH2:14])[CH3:13].Cl[C:16]1[CH:21]=[CH:20][NH:19][C:18](=[O:22])[C:17]=1[C:23]1[NH:43][C:26]2=[CH:27][C:28]3[C:29](=[O:42])[N:30]([CH:35]4[CH2:40][CH2:39][N:38]([CH3:41])[CH2:37][CH2:36]4)[C:31](=[O:34])[C:32]=3[CH:33]=[C:25]2[N:24]=1, predict the reaction product. The product is: [CH3:41][N:38]1[CH2:39][CH2:40][CH:35]([N:30]2[C:29](=[O:42])[C:28]3[CH:27]=[C:26]4[NH:43][C:23]([C:17]5[C:18](=[O:22])[NH:19][CH:20]=[CH:21][C:16]=5[NH:14][C@@H:12]([CH3:13])[CH2:11][C:3]5[C:2]([F:1])=[C:7]([F:8])[CH:6]=[C:5]([F:9])[C:4]=5[F:10])=[N:24][C:25]4=[CH:33][C:32]=3[C:31]2=[O:34])[CH2:36][CH2:37]1. (5) Given the reactants [Cl:1][C:2]1[CH:3]=[CH:4][CH:5]=[C:6]2[C:10]=1[N:9]([CH2:11][CH:12]1[CH2:17][CH2:16][O:15][CH2:14][CH2:13]1)[CH:8]=[C:7]2[C:18]([NH2:20])=O.COC1C=CC(P2(SP(C3C=CC(OC)=CC=3)(=S)S2)=[S:30])=CC=1.C1(C)C=CC=CC=1, predict the reaction product. The product is: [Cl:1][C:2]1[CH:3]=[CH:4][CH:5]=[C:6]2[C:10]=1[N:9]([CH2:11][CH:12]1[CH2:17][CH2:16][O:15][CH2:14][CH2:13]1)[CH:8]=[C:7]2[C:18](=[S:30])[NH2:20]. (6) Given the reactants C([C:4]1[C:12]([S:13][C:14]2[N:15]([CH3:19])[CH:16]=[CH:17][N:18]=2)=[CH:11][C:7]([C:8]([OH:10])=O)=[C:6](C(C)C)[C:5]=1[O:23][C:24]1[CH:29]=[CH:28][C:27]([P:30]([O:36][CH:37]([CH3:39])[CH3:38])([O:32][CH:33]([CH3:35])[CH3:34])=[O:31])=[CH:26][CH:25]=1)(C)C.[NH2:40][C:41]1[S:42][CH:43]=[CH:44][N:45]=1.CN(C(ON1N=NC2C=CC=NC1=2)=[N+](C)C)C.F[P-](F)(F)(F)(F)F.CCN(C(C)C)C(C)C, predict the reaction product. The product is: [CH:33]([O:32][P:30]([C:27]1[CH:28]=[CH:29][C:24]([O:23][C:5]2[CH:6]=[C:7]([C:8](=[O:10])[NH:40][C:41]3[S:42][CH:43]=[CH:44][N:45]=3)[CH:11]=[C:12]([S:13][C:14]3[N:15]([CH3:19])[CH:16]=[CH:17][N:18]=3)[CH:4]=2)=[CH:25][CH:26]=1)(=[O:31])[O:36][CH:37]([CH3:39])[CH3:38])([CH3:35])[CH3:34]. (7) Given the reactants [Cl:1][C:2]1[CH:3]=[C:4]([CH:14]([NH:16][C:17]([C:19]2[CH:24]=[C:23]([CH3:25])[N:22]=[C:21]([C:26]([OH:28])=O)[CH:20]=2)=[O:18])[CH3:15])[CH:5]=[N:6][C:7]=1[O:8][CH2:9][C:10]([F:13])([F:12])[F:11].Cl.[CH2:30]([NH2:32])[CH3:31], predict the reaction product. The product is: [Cl:1][C:2]1[CH:3]=[C:4]([CH:14]([NH:16][C:17]([C:19]2[CH:24]=[C:23]([CH3:25])[N:22]=[C:21]([C:26]([NH:32][CH2:30][CH3:31])=[O:28])[CH:20]=2)=[O:18])[CH3:15])[CH:5]=[N:6][C:7]=1[O:8][CH2:9][C:10]([F:12])([F:13])[F:11]. (8) Given the reactants [NH:1]1[CH2:7][CH2:6][CH2:5][CH2:4][CH2:3][C:2]1=[N:8]O/C(=C/C(OC)=O)/C(OC)=O.N1CCCCCC1=N[O:28]/[C:29](=[CH:34]\[C:35]([O:37][CH3:38])=[O:36])/[C:30](OC)=[O:31], predict the reaction product. The product is: [OH:28][C:29]1[C:30](=[O:31])[N:1]2[CH2:7][CH2:6][CH2:5][CH2:4][CH2:3][C:2]2=[N:8][C:34]=1[C:35]([O:37][CH3:38])=[O:36].